From a dataset of Reaction yield outcomes from USPTO patents with 853,638 reactions. Predict the reaction yield, written as a fraction of the theoretical maximum amount of product (1.0 means a 100% yield; for example, 0.34 means a 34% yield). (1) The reactants are C(O)(C(F)(F)F)=O.C(Cl)Cl.[CH3:11][O:12][C:13]1[CH:42]=[CH:41][C:16]([C:17]([NH:19][C:20](=[S:40])[NH:21][C:22]2[S:32][C:25]3[CH2:26][O:27][C:28]([CH3:31])([CH3:30])[CH2:29][C:24]=3[C:23]=2[C:33]([O:35]C(C)(C)C)=[O:34])=[O:18])=[CH:15][CH:14]=1. No catalyst specified. The product is [CH3:11][O:12][C:13]1[CH:42]=[CH:41][C:16]([C:17]([NH:19][C:20](=[S:40])[NH:21][C:22]2[S:32][C:25]3[CH2:26][O:27][C:28]([CH3:31])([CH3:30])[CH2:29][C:24]=3[C:23]=2[C:33]([OH:35])=[O:34])=[O:18])=[CH:15][CH:14]=1. The yield is 0.460. (2) The reactants are [OH:1][C@H:2]([C:26]1[CH:31]=[CH:30][C:29]([OH:32])=[C:28]([NH:33][S:34]([CH3:37])(=[O:36])=[O:35])[CH:27]=1)[CH2:3][NH:4][CH:5]1[CH2:10][CH2:9][N:8]([C:11]2[CH:25]=[CH:24][C:14]([NH:15][C:16](=[O:23])[CH2:17][C:18]([O:20]CC)=[O:19])=[CH:13][CH:12]=2)[CH2:7][CH2:6]1.[OH-].[Na+].C(O)(=O)C. The catalyst is O.C(O)C. The product is [OH:1][C@H:2]([C:26]1[CH:31]=[CH:30][C:29]([OH:32])=[C:28]([NH:33][S:34]([CH3:37])(=[O:35])=[O:36])[CH:27]=1)[CH2:3][NH:4][CH:5]1[CH2:10][CH2:9][N:8]([C:11]2[CH:12]=[CH:13][C:14]([NH:15][C:16](=[O:23])[CH2:17][C:18]([OH:20])=[O:19])=[CH:24][CH:25]=2)[CH2:7][CH2:6]1. The yield is 0.590.